Task: Predict which catalyst facilitates the given reaction.. Dataset: Catalyst prediction with 721,799 reactions and 888 catalyst types from USPTO (1) Reactant: Cl.Cl.[CH2:3]([O:5][C:6]1[CH:7]=[C:8]2[C:13](=[C:14]3[CH2:18][C:17]([CH3:20])([CH3:19])[O:16][C:15]=13)[C:12]([C:21]1[CH:22]=[C:23]([NH2:27])[CH:24]=[CH:25][CH:26]=1)=[N:11][C:10]([CH3:29])([CH3:28])[CH2:9]2)[CH3:4].[C:30]([NH:33][C:34]1[CH:35]=[C:36]([CH:40]=[CH:41][CH:42]=1)[C:37](O)=[O:38])(=[O:32])[CH3:31].O.ON1C2C=CC=CC=2N=N1.C(N(CC)CC)C.Cl.C(N=C=NCCCN(C)C)C. Product: [C:30]([NH:33][C:34]1[CH:35]=[C:36]([CH:40]=[CH:41][CH:42]=1)[C:37]([NH:27][C:23]1[CH:24]=[CH:25][CH:26]=[C:21]([C:12]2[C:13]3[C:8](=[CH:7][C:6]([O:5][CH2:3][CH3:4])=[C:15]4[O:16][C:17]([CH3:20])([CH3:19])[CH2:18][C:14]4=3)[CH2:9][C:10]([CH3:28])([CH3:29])[N:11]=2)[CH:22]=1)=[O:38])(=[O:32])[CH3:31]. The catalyst class is: 35. (2) Reactant: [OH:1][CH2:2][C@@H:3]([O:6][C:7]1[CH:8]=[C:9]([O:22][C:23]2[N:24]=[CH:25][C:26]([C:29](O)=[O:30])=[N:27][CH:28]=2)[CH:10]=[C:11]([C:13]([NH:15][C:16]2[CH:20]=[CH:19][N:18]([CH3:21])[N:17]=2)=[O:14])[CH:12]=1)[CH2:4][CH3:5].Cl.[NH:33]1[CH2:36][CH2:35][CH2:34]1.CN(C(ON1N=NC2C=CC=NC1=2)=[N+](C)C)C.F[P-](F)(F)(F)(F)F.CCN(C(C)C)C(C)C. Product: [N:33]1([C:29]([C:26]2[N:27]=[CH:28][C:23]([O:22][C:9]3[CH:10]=[C:11]([CH:12]=[C:7]([O:6][C@H:3]([CH2:2][OH:1])[CH2:4][CH3:5])[CH:8]=3)[C:13]([NH:15][C:16]3[CH:20]=[CH:19][N:18]([CH3:21])[N:17]=3)=[O:14])=[N:24][CH:25]=2)=[O:30])[CH2:36][CH2:35][CH2:34]1. The catalyst class is: 18. (3) Reactant: C(OC([N:8](COCC[Si](C)(C)C)[C:9]1[S:10][C@:11]2([C:39]([OH:41])=O)[C@H:13]([C@:14]([C:17]3[CH:22]=[C:21]([NH:23][C:24]([C:26]4[CH:31]=[N:30][C:29]([O:32][CH2:33][C:34]([F:37])([F:36])[F:35])=[CH:28][N:27]=4)=[O:25])[CH:20]=[CH:19][C:18]=3[F:38])([CH3:16])[N:15]=1)[CH2:12]2)=O)(C)(C)C.[F:50][C:51]([F:55])([F:54])[CH2:52][NH2:53].CN(C(ON1N=NC2C=CC=NC1=2)=[N+](C)C)C.F[P-](F)(F)(F)(F)F.O.C1(C)C=CC(S(O)(=O)=O)=CC=1. Product: [NH2:8][C:9]1[S:10][C@:11]2([C:39]([NH:53][CH2:52][C:51]([F:55])([F:54])[F:50])=[O:41])[C@H:13]([C@:14]([C:17]3[CH:22]=[C:21]([NH:23][C:24]([C:26]4[CH:31]=[N:30][C:29]([O:32][CH2:33][C:34]([F:36])([F:37])[F:35])=[CH:28][N:27]=4)=[O:25])[CH:20]=[CH:19][C:18]=3[F:38])([CH3:16])[N:15]=1)[CH2:12]2. The catalyst class is: 18.